Predict which catalyst facilitates the given reaction. From a dataset of Catalyst prediction with 721,799 reactions and 888 catalyst types from USPTO. (1) Reactant: C(O[C:6](=O)[N:7](C)[C@@H:8]([C:20](=[O:35])[N:21]([CH3:34])[C@@H:22]([C:30](=[O:33])[NH:31][CH3:32])[CH2:23][C:24]1[CH:29]=[CH:28][CH:27]=[CH:26][CH:25]=1)[CH2:9][C:10]1[CH:19]=[CH:18][C:17]2[C:12](=[CH:13][CH:14]=[CH:15][CH:16]=2)[CH:11]=1)(C)(C)C. Product: [CH3:34][N:21]([C@@H:22]([C:30](=[O:33])[NH:31][CH3:32])[CH2:23][C:24]1[CH:25]=[CH:26][CH:27]=[CH:28][CH:29]=1)[C:20](=[O:35])[C@H:8]([NH:7][CH3:6])[CH2:9][C:10]1[CH:19]=[CH:18][C:17]2[C:12](=[CH:13][CH:14]=[CH:15][CH:16]=2)[CH:11]=1. The catalyst class is: 617. (2) Reactant: CN(C)C=O.[CH3:6][C:7]1[CH:13]=[CH:12][CH:11]=[C:10]([O:14][C:15]2[CH:20]=[CH:19][C:18]([S:21]([CH3:24])(=[O:23])=[O:22])=[CH:17][CH:16]=2)[C:8]=1[NH2:9].[Br:25]N1C(=O)CCC1=O. Product: [Br:25][C:12]1[CH:11]=[C:10]([O:14][C:15]2[CH:20]=[CH:19][C:18]([S:21]([CH3:24])(=[O:23])=[O:22])=[CH:17][CH:16]=2)[C:8]([NH2:9])=[C:7]([CH3:6])[CH:13]=1. The catalyst class is: 13. (3) Reactant: [CH3:1][N:2]1[C:7](=[O:8])[C:6]([N:9]2[CH2:14][CH2:13][O:12][CH2:11][CH2:10]2)=[C:5]2[C:15](=O)[N:16]([CH2:19][CH2:20][C:21]3[CH:30]=[CH:29][C:28]4[C:23](=[CH:24][CH:25]=[CH:26][CH:27]=4)[N:22]=3)[C:17](=[O:18])[C:4]2=[CH:3]1. Product: [CH3:1][N:2]1[C:7](=[O:8])[C:6]([N:9]2[CH2:14][CH2:13][O:12][CH2:11][CH2:10]2)=[C:5]2[CH2:15][N:16]([CH2:19][CH2:20][C:21]3[CH:30]=[CH:29][C:28]4[C:23](=[CH:24][CH:25]=[CH:26][CH:27]=4)[N:22]=3)[C:17](=[O:18])[C:4]2=[CH:3]1. The catalyst class is: 183.